This data is from Peptide-MHC class II binding affinity with 134,281 pairs from IEDB. The task is: Regression. Given a peptide amino acid sequence and an MHC pseudo amino acid sequence, predict their binding affinity value. This is MHC class II binding data. (1) The peptide sequence is LIGNGGAGGAGGVGA. The MHC is DRB4_0101 with pseudo-sequence DRB4_0103. The binding affinity (normalized) is 0.0570. (2) The peptide sequence is LDAAYSVAYKAAVGA. The MHC is HLA-DPA10103-DPB10201 with pseudo-sequence HLA-DPA10103-DPB10201. The binding affinity (normalized) is 0.337. (3) The peptide sequence is TGRGKPGIYRFVAPGERPSG. The MHC is DRB1_0401 with pseudo-sequence DRB1_0401. The binding affinity (normalized) is 0.345. (4) The peptide sequence is GEGQIVDKIDAAFKI. The binding affinity (normalized) is 0.477. The MHC is DRB1_0404 with pseudo-sequence DRB1_0404. (5) The MHC is DRB1_1001 with pseudo-sequence DRB1_1001. The peptide sequence is VHAVKPVTEEPGMAK. The binding affinity (normalized) is 0.105. (6) The peptide sequence is EKKYFAATQAEPLAA. The binding affinity (normalized) is 0.413. The MHC is HLA-DQA10301-DQB10302 with pseudo-sequence HLA-DQA10301-DQB10302.